From a dataset of Peptide-MHC class II binding affinity with 134,281 pairs from IEDB. Regression. Given a peptide amino acid sequence and an MHC pseudo amino acid sequence, predict their binding affinity value. This is MHC class II binding data. (1) The peptide sequence is KLIGGIGGFIKVRQYDQIPI. The MHC is DRB1_0701 with pseudo-sequence DRB1_0701. The binding affinity (normalized) is 0.392. (2) The peptide sequence is STKATRYLVKTESWILR. The MHC is DRB4_0101 with pseudo-sequence DRB4_0103. The binding affinity (normalized) is 0.227.